The task is: Regression/Classification. Given a drug SMILES string, predict its absorption, distribution, metabolism, or excretion properties. Task type varies by dataset: regression for continuous measurements (e.g., permeability, clearance, half-life) or binary classification for categorical outcomes (e.g., BBB penetration, CYP inhibition). Dataset: cyp2d6_veith.. This data is from CYP2D6 inhibition data for predicting drug metabolism from PubChem BioAssay. The compound is C=CCNC(=S)Nc1ccc2nc(C)c(C)nc2c1. The result is 0 (non-inhibitor).